From a dataset of Reaction yield outcomes from USPTO patents with 853,638 reactions. Predict the reaction yield, written as a fraction of the theoretical maximum amount of product (1.0 means a 100% yield; for example, 0.34 means a 34% yield). (1) The reactants are F[C:2]1[CH:9]=[CH:8][C:5]([C:6]#[N:7])=[C:4]([C:10]([F:13])([F:12])[F:11])[CH:3]=1.[CH:14]1([CH2:17][NH2:18])[CH2:16][CH2:15]1.C(=O)([O-])[O-].[K+].[K+]. The catalyst is C(#N)C. The product is [CH:14]1([CH2:17][NH:18][C:2]2[CH:9]=[CH:8][C:5]([C:6]#[N:7])=[C:4]([C:10]([F:13])([F:12])[F:11])[CH:3]=2)[CH2:16][CH2:15]1. The yield is 0.990. (2) The reactants are [NH2:1][C:2]1[CH:11]=[CH:10][C:5]([C:6]([O:8][CH3:9])=[O:7])=[CH:4][C:3]=1[NH:12][CH2:13][CH2:14][CH2:15][NH:16][C:17]([O:19][C:20]([CH3:23])([CH3:22])[CH3:21])=[O:18].[Cl:24][C:25]([Cl:31])([Cl:30])[C:26](=N)OC. The catalyst is C(O)(=O)C. The product is [C:20]([O:19][C:17]([NH:16][CH2:15][CH2:14][CH2:13][N:12]1[C:3]2[CH:4]=[C:5]([C:6]([O:8][CH3:9])=[O:7])[CH:10]=[CH:11][C:2]=2[N:1]=[C:26]1[C:25]([Cl:31])([Cl:30])[Cl:24])=[O:18])([CH3:23])([CH3:22])[CH3:21]. The yield is 0.800. (3) The reactants are [CH2:1]([O:3][C:4]([C:6]1[NH:7][C:8]2[C:13]([C:14]=1[C:15](=O)[C:16]1[CH:21]=[CH:20][CH:19]=[CH:18][CH:17]=1)=[CH:12][CH:11]=[CH:10][C:9]=2[Br:23])=[O:5])[CH3:2].[BH3-]C#N.[Na+].CCOC(C)=O.O. The catalyst is ClCCCl.[Zn+2].[I-].[I-]. The product is [CH2:1]([O:3][C:4]([C:6]1[NH:7][C:8]2[C:13]([C:14]=1[CH2:15][C:16]1[CH:21]=[CH:20][CH:19]=[CH:18][CH:17]=1)=[CH:12][CH:11]=[CH:10][C:9]=2[Br:23])=[O:5])[CH3:2]. The yield is 0.300. (4) The reactants are [F:1][C:2]([F:15])([F:14])[CH2:3][O:4][C:5]1[N:10]=[CH:9][C:8]([C:11](=O)[CH3:12])=[CH:7][CH:6]=1.[CH3:16][C:17]([S@:20]([NH2:22])=[O:21])([CH3:19])[CH3:18].[BH4-].[Na+].C(=O)([O-])O.[Na+]. The catalyst is C1COCC1.CCO.CCO.CCO.CCO.[Ti]. The product is [CH3:16][C:17]([S@:20]([NH:22][CH:11]([C:8]1[CH:9]=[N:10][C:5]([O:4][CH2:3][C:2]([F:15])([F:14])[F:1])=[CH:6][CH:7]=1)[CH3:12])=[O:21])([CH3:19])[CH3:18]. The yield is 0.940. (5) The reactants are [CH3:1][CH:2]1[CH2:6][CH2:5][CH2:4][N:3]1[CH2:7][CH2:8][CH2:9][O:10][C:11]1[CH:16]=[CH:15][C:14]([C:17]2[S:18][C:19]3[CH2:24][CH2:23][CH:22]([NH2:25])[C:20]=3[N:21]=2)=[CH:13][CH:12]=1.C(N(CC)CC)C.[C:33](Cl)(=[O:35])[CH3:34]. The catalyst is ClCCl. The product is [CH3:1][CH:2]1[CH2:6][CH2:5][CH2:4][N:3]1[CH2:7][CH2:8][CH2:9][O:10][C:11]1[CH:16]=[CH:15][C:14]([C:17]2[S:18][C:19]3[CH2:24][CH2:23][CH:22]([NH:25][C:33](=[O:35])[CH3:34])[C:20]=3[N:21]=2)=[CH:13][CH:12]=1. The yield is 0.470. (6) The reactants are [CH3:1][O:2][C:3]1[CH:4]=[C:5]2[C:10](=[CH:11][CH:12]=1)[C:9]([CH3:13])=[CH:8][CH2:7][CH2:6]2.CN(C)[CH:16]=[O:17].P(Cl)(Cl)(Cl)=O.C([O-])(=O)C.[Na+]. No catalyst specified. The product is [CH3:1][O:2][C:3]1[CH:4]=[C:5]2[C:10](=[CH:11][CH:12]=1)[C:9]([CH3:13])=[C:8]([CH:16]=[O:17])[CH2:7][CH2:6]2. The yield is 0.440. (7) The reactants are [CH3:1][C:2]1[CH:7]=[CH:6][CH:5]=[C:4]([CH3:8])[C:3]=1[C:9]1[C:17]2[O:16][CH:15]([CH2:18][NH2:19])[CH2:14][C:13]=2[CH:12]=[CH:11][CH:10]=1.C(N(C(C)C)CC)(C)C.Cl[C:30]([O:32][CH2:33][C:34]1[CH:39]=[CH:38][CH:37]=[CH:36][CH:35]=1)=[O:31].C1(C2C3OC(CNC(=O)OCC4C=CC=CC=4)CC=3C=CC=2)CCCC1. The yield is 0.870. No catalyst specified. The product is [CH2:33]([O:32][C:30](=[O:31])[NH:19][CH2:18][CH:15]1[CH2:14][C:13]2[CH:12]=[CH:11][CH:10]=[C:9]([C:3]3[C:4]([CH3:8])=[CH:5][CH:6]=[CH:7][C:2]=3[CH3:1])[C:17]=2[O:16]1)[C:34]1[CH:39]=[CH:38][CH:37]=[CH:36][CH:35]=1. (8) The reactants are [F:1][C:2]([F:17])([F:16])[O:3][C:4]1[CH:15]=[CH:14][C:7]([CH:8]=[C:9]([C:12]#[N:13])[C:10]#[N:11])=[CH:6][CH:5]=1.[BH4-].[Na+].Cl. The catalyst is O1CCCC1.C(O)C. The product is [F:1][C:2]([F:16])([F:17])[O:3][C:4]1[CH:5]=[CH:6][C:7]([CH2:8][CH:9]([C:12]#[N:13])[C:10]#[N:11])=[CH:14][CH:15]=1. The yield is 0.830. (9) The reactants are [F:1][C:2]1[C:3](=[O:34])[NH:4][CH:5]=[C:6]([C:19]([N:21]2[CH2:26][CH2:25][CH:24]([C:27]3[CH:32]=[CH:31][C:30]([F:33])=[CH:29][CH:28]=3)[CH2:23][CH2:22]2)=[O:20])[C:7]=1[NH:8][C:9]1[CH:17]=[C:16]2[C:12]([CH:13]=[N:14][N:15]2[CH3:18])=[CH:11][CH:10]=1.S(OC)(O[CH3:39])(=O)=O.C(=O)([O-])[O-].[Cs+].[Cs+]. The catalyst is CN(C=O)C. The product is [F:1][C:2]1[C:3](=[O:34])[N:4]([CH3:39])[CH:5]=[C:6]([C:19]([N:21]2[CH2:22][CH2:23][CH:24]([C:27]3[CH:28]=[CH:29][C:30]([F:33])=[CH:31][CH:32]=3)[CH2:25][CH2:26]2)=[O:20])[C:7]=1[NH:8][C:9]1[CH:17]=[C:16]2[C:12]([CH:13]=[N:14][N:15]2[CH3:18])=[CH:11][CH:10]=1. The yield is 0.150.